Task: Regression. Given two drug SMILES strings and cell line genomic features, predict the synergy score measuring deviation from expected non-interaction effect.. Dataset: NCI-60 drug combinations with 297,098 pairs across 59 cell lines Drug 1: CCCS(=O)(=O)NC1=C(C(=C(C=C1)F)C(=O)C2=CNC3=C2C=C(C=N3)C4=CC=C(C=C4)Cl)F. Drug 2: CC1=CC2C(CCC3(C2CCC3(C(=O)C)OC(=O)C)C)C4(C1=CC(=O)CC4)C. Cell line: NCIH23. Synergy scores: CSS=-10.2, Synergy_ZIP=2.90, Synergy_Bliss=-6.05, Synergy_Loewe=-10.9, Synergy_HSA=-10.6.